This data is from Reaction yield outcomes from USPTO patents with 853,638 reactions. The task is: Predict the reaction yield, written as a fraction of the theoretical maximum amount of product (1.0 means a 100% yield; for example, 0.34 means a 34% yield). The reactants are C(OC([N:8]1[CH2:13][CH2:12][CH2:11][C@H:10]([C:14](=[O:23])[NH:15][C:16]2[CH:21]=[CH:20][C:19]([F:22])=[CH:18][CH:17]=2)[CH2:9]1)=O)(C)(C)C.[ClH:24]. The catalyst is ClCCl. The product is [ClH:24].[F:22][C:19]1[CH:18]=[CH:17][C:16]([NH:15][C:14]([C@H:10]2[CH2:11][CH2:12][CH2:13][NH:8][CH2:9]2)=[O:23])=[CH:21][CH:20]=1. The yield is 0.920.